This data is from Reaction yield outcomes from USPTO patents with 853,638 reactions. The task is: Predict the reaction yield, written as a fraction of the theoretical maximum amount of product (1.0 means a 100% yield; for example, 0.34 means a 34% yield). (1) The reactants are [H-].[Na+].[F:3][C:4]([F:11])([F:10])[C:5]([O:7]CC)=O.[C:12]([C:15]1[CH:28]=[CH:27][C:26]2[C:25]3[C:20](=[CH:21][CH:22]=[CH:23][CH:24]=3)[CH:19]=[CH:18][C:17]=2[CH:16]=1)(=[O:14])[CH3:13]. The catalyst is O1CCCC1. The product is [F:11][C:4]([F:3])([F:10])[C:5](=[O:7])[CH:13]=[C:12]([OH:14])[C:15]1[CH:28]=[CH:27][C:26]2[C:25]3[C:20](=[CH:21][CH:22]=[CH:23][CH:24]=3)[CH:19]=[CH:18][C:17]=2[CH:16]=1. The yield is 0.900. (2) The reactants are [Cl:1][C:2]1[CH:7]=[C:6]([O:8][C:9]2[C:18]3[C:13](=[CH:14][C:15]([O:21][CH3:22])=[C:16]([O:19][CH3:20])[CH:17]=3)[N:12]=[CH:11][N:10]=2)[CH:5]=[CH:4][C:3]=1[NH:23][C:24]([NH:26][CH2:27][CH2:28][CH3:29])=[O:25].[H-].[Na+].[CH3:32][O:33][CH2:34]Cl. The catalyst is O1CCCC1. The product is [Cl:1][C:2]1[CH:7]=[C:6]([O:8][C:9]2[C:18]3[C:13](=[CH:14][C:15]([O:21][CH3:22])=[C:16]([O:19][CH3:20])[CH:17]=3)[N:12]=[CH:11][N:10]=2)[CH:5]=[CH:4][C:3]=1[N:23]([CH2:32][O:33][CH3:34])[C:24]([NH:26][CH2:27][CH2:28][CH3:29])=[O:25]. The yield is 0.180. (3) The reactants are [F:1][C:2]1[CH:3]=[CH:4][C:5]([N+:10]([O-:12])=[O:11])=[C:6]([CH2:8][OH:9])[CH:7]=1.[Cr](O[Cr]([O-])(=O)=O)([O-])(=O)=O. The catalyst is ClCCl. The product is [F:1][C:2]1[CH:3]=[CH:4][C:5]([N+:10]([O-:12])=[O:11])=[C:6]([CH:7]=1)[CH:8]=[O:9]. The yield is 0.690. (4) The catalyst is CN(C1C=CN=CC=1)C.O1CCCC1.CO.[OH-].[Li+]. The reactants are F[C:2]1[CH:10]=[CH:9][CH:8]=[C:7](F)[C:3]=1[C:4](Cl)=[O:5].[Cl:12][C:13]1[C:14]([C:24]2[CH:25]=[CH:26][C:27]([NH2:30])=[N:28][CH:29]=2)=[CH:15][C:16]2[O:20][C:19]([F:22])([F:21])[O:18][C:17]=2[CH:23]=1.CCN(C(C)C)C(C)C.[Cl:40]CCl. The yield is 0.580. The product is [Cl:40][C:2]1[CH:10]=[CH:9][CH:8]=[CH:7][C:3]=1[C:4]([NH:30][C:27]1[CH:26]=[CH:25][C:24]([C:14]2[C:13]([Cl:12])=[CH:23][C:17]3[O:18][C:19]([F:21])([F:22])[O:20][C:16]=3[CH:15]=2)=[CH:29][N:28]=1)=[O:5]. (5) The reactants are [F:1][C:2]([F:15])([F:14])[O:3][C:4]1[CH:13]=[CH:12][C:7]2[N:8]=[C:9]([NH2:11])[S:10][C:6]=2[CH:5]=1.[Cl:16][C:17]1[CH:18]=[C:19]([CH:23]=[CH:24][C:25]=1[F:26])[C:20](Cl)=[O:21].Br[CH:28]([CH2:33][CH3:34])[C:29]([O:31]C)=[O:30].COC1C=CC2N=C(N)SC=2C=1.ClC1C=C(C=CC=1)C(Cl)=O.BrCC(OCC)=O. No catalyst specified. The product is [Cl:16][C:17]1[CH:18]=[C:19]([CH:23]=[CH:24][C:25]=1[F:26])[C:20]([N:11]=[C:9]1[N:8]([CH:28]([CH2:33][CH3:34])[C:29]([OH:31])=[O:30])[C:7]2[CH:12]=[CH:13][C:4]([O:3][C:2]([F:1])([F:14])[F:15])=[CH:5][C:6]=2[S:10]1)=[O:21]. The yield is 0.270. (6) The reactants are [C:1]([C:5]1[CH:10]=[CH:9][C:8]([C:11]2[N:15]([CH3:16])[N:14]=[C:13]([C:17](=O)[CH3:18])[C:12]=2[OH:20])=[CH:7][CH:6]=1)([CH3:4])([CH3:3])[CH3:2].[NH:21]([C:23]([NH:25][C:26]1[CH:34]=[CH:33][C:29]([C:30]([OH:32])=[O:31])=[CH:28][CH:27]=1)=[S:24])[NH2:22].CN(C)C=O. The catalyst is Cl.O. The product is [C:1]([C:5]1[CH:10]=[CH:9][C:8]([C:11]2[N:15]([CH3:16])[N:14]=[C:13]([C:17](=[N:22][NH:21][C:23]([NH:25][C:26]3[CH:34]=[CH:33][C:29]([C:30]([OH:32])=[O:31])=[CH:28][CH:27]=3)=[S:24])[CH3:18])[C:12]=2[OH:20])=[CH:7][CH:6]=1)([CH3:4])([CH3:3])[CH3:2]. The yield is 0.480. (7) The reactants are [Cl:1][C:2]1[N:3]=[C:4]([N:14]2[CH2:19][CH2:18][O:17][CH2:16][CH2:15]2)[C:5]2[S:10][C:9]([CH2:11][NH:12][CH3:13])=[CH:8][C:6]=2[N:7]=1.[CH2:20]([N:23]1[CH2:28][CH2:27][C:26](=O)[CH2:25][CH2:24]1)[CH2:21][CH3:22]. No catalyst specified. The product is [Cl:1][C:2]1[N:3]=[C:4]([N:14]2[CH2:19][CH2:18][O:17][CH2:16][CH2:15]2)[C:5]2[S:10][C:9]([CH2:11][N:12]([CH3:13])[CH:26]3[CH2:27][CH2:28][N:23]([CH2:20][CH2:21][CH3:22])[CH2:24][CH2:25]3)=[CH:8][C:6]=2[N:7]=1. The yield is 0.300.